Task: Predict the reactants needed to synthesize the given product.. Dataset: Full USPTO retrosynthesis dataset with 1.9M reactions from patents (1976-2016) (1) The reactants are: C([O:4][C:5]1[CH:6]=[C:7]([CH:11]=[CH:12][C:13]([NH:15][C@H:16]([C:27]([O:29]C)=[O:28])[CH2:17][C:18]2[C:26]3[C:21](=[CH:22][CH:23]=[CH:24][CH:25]=3)[NH:20][CH:19]=2)=[O:14])[CH:8]=[CH:9][CH:10]=1)(=O)C.[OH-].[Na+:32]. Given the product [OH:4][C:5]1[CH:6]=[C:7]([CH:11]=[CH:12][C:13]([NH:15][C@H:16]([C:27]([O-:29])=[O:28])[CH2:17][C:18]2[C:26]3[C:21](=[CH:22][CH:23]=[CH:24][CH:25]=3)[NH:20][CH:19]=2)=[O:14])[CH:8]=[CH:9][CH:10]=1.[Na+:32], predict the reactants needed to synthesize it. (2) Given the product [NH2:1][C:2]1[N:3]=[C:4]([NH:17][CH:18]2[CH2:23][CH2:22][N:21]([S:33]([CH:31]=[CH2:32])(=[O:35])=[O:34])[CH2:20][CH2:19]2)[S:5][C:6]=1[C:7]([C:9]1[C:14]([F:15])=[CH:13][CH:12]=[CH:11][C:10]=1[F:16])=[O:8], predict the reactants needed to synthesize it. The reactants are: [NH2:1][C:2]1[N:3]=[C:4]([NH:17][CH:18]2[CH2:23][CH2:22][NH:21][CH2:20][CH2:19]2)[S:5][C:6]=1[C:7]([C:9]1[C:14]([F:15])=[CH:13][CH:12]=[CH:11][C:10]=1[F:16])=[O:8].C(N(CC)CC)C.[CH:31]([S:33](Cl)(=[O:35])=[O:34])=[CH2:32].Cl.